This data is from Full USPTO retrosynthesis dataset with 1.9M reactions from patents (1976-2016). The task is: Predict the reactants needed to synthesize the given product. (1) The reactants are: [Cl:1][C:2]1[CH:14]=[CH:13][C:5]2[NH:6][C:7]([C:9](Cl)(Cl)Cl)=[N:8][C:4]=2[CH:3]=1.[CH:15]([NH:18][CH:19]([CH3:21])[CH3:20])([CH3:17])[CH3:16].C([O-])(O)=[O:23].[Na+]. Given the product [CH:15]([N:18]([CH:19]([CH3:21])[CH3:20])[C:9]([C:7]1[NH:6][C:5]2[CH:13]=[CH:14][C:2]([Cl:1])=[CH:3][C:4]=2[N:8]=1)=[O:23])([CH3:17])[CH3:16], predict the reactants needed to synthesize it. (2) Given the product [F:10][CH:8]([C:6]1[CH:5]=[CH:4][N:3]=[C:2]([I:12])[CH:7]=1)[CH3:9], predict the reactants needed to synthesize it. The reactants are: Cl[C:2]1[CH:7]=[C:6]([CH:8]([F:10])[CH3:9])[CH:5]=[CH:4][N:3]=1.[Na+].[I-:12].C(Cl)(=O)C.